Dataset: Catalyst prediction with 721,799 reactions and 888 catalyst types from USPTO. Task: Predict which catalyst facilitates the given reaction. Reactant: [OH:1][C:2]([CH3:22])([CH3:21])[CH2:3][N:4]1[CH2:19][CH:7]2[CH2:8][N:9](C(OC(C)(C)C)=O)[CH2:10][CH2:11][N:6]2[C:5]1=[O:20].C(O)(C(F)(F)F)=O. Product: [OH:1][C:2]([CH3:22])([CH3:21])[CH2:3][N:4]1[CH2:19][CH:7]2[CH2:8][NH:9][CH2:10][CH2:11][N:6]2[C:5]1=[O:20]. The catalyst class is: 2.